From a dataset of Forward reaction prediction with 1.9M reactions from USPTO patents (1976-2016). Predict the product of the given reaction. Given the reactants [Br:1][C:2]1[CH:3]=[C:4]([CH:8]=[CH:9][CH:10]=1)[C:5](Cl)=[O:6].[CH:11]([NH2:14])([CH3:13])[CH3:12], predict the reaction product. The product is: [Br:1][C:2]1[CH:3]=[C:4]([CH:8]=[CH:9][CH:10]=1)[C:5]([NH:14][CH:11]([CH3:13])[CH3:12])=[O:6].